Dataset: Reaction yield outcomes from USPTO patents with 853,638 reactions. Task: Predict the reaction yield, written as a fraction of the theoretical maximum amount of product (1.0 means a 100% yield; for example, 0.34 means a 34% yield). (1) The reactants are CS(O[CH2:6][CH2:7][CH:8]1[CH2:11][O:10][CH2:9]1)(=O)=O.O1CC(CCO)C1.CS(Cl)(=O)=O.CCN(C(C)C)C(C)C.[CH:33]1([C:36]2[C:44]([NH:45][S:46]([CH3:49])(=[O:48])=[O:47])=[CH:43][C:42]3[C:38](=[C:39]([C:57]([NH:59][CH3:60])=[O:58])[N:40]([C:50]4[CH:55]=[CH:54][C:53]([CH3:56])=[CH:52][CH:51]=4)[N:41]=3)[CH:37]=2)[CH2:35][CH2:34]1.C(=O)([O-])[O-].[K+].[K+]. The catalyst is C(Cl)Cl.C(#N)C.CCOC(C)=O. The product is [CH:33]1([C:36]2[C:44]([N:45]([S:46]([CH3:49])(=[O:48])=[O:47])[CH2:6][CH2:7][CH:8]3[CH2:9][O:10][CH2:11]3)=[CH:43][C:42]3[C:38](=[C:39]([C:57]([NH:59][CH3:60])=[O:58])[N:40]([C:50]4[CH:55]=[CH:54][C:53]([CH3:56])=[CH:52][CH:51]=4)[N:41]=3)[CH:37]=2)[CH2:34][CH2:35]1. The yield is 0.140. (2) The reactants are [CH3:1][O:2][C:3]([C:5]1[CH:6]=[C:7]([C:13]2[CH:18]=[CH:17][CH:16]=[CH:15][CH:14]=2)[CH:8]=[C:9]([CH3:12])[C:10]=1[NH2:11])=[O:4].[N:19]1[CH:24]=[CH:23][C:22]([O:25][C:26]2[CH:31]=[CH:30][C:29]([S:32](Cl)(=[O:34])=[O:33])=[CH:28][CH:27]=2)=[CH:21][CH:20]=1. The catalyst is N1C=CC=CC=1.O. The product is [CH3:1][O:2][C:3]([C:5]1[CH:6]=[C:7]([C:13]2[CH:18]=[CH:17][CH:16]=[CH:15][CH:14]=2)[CH:8]=[C:9]([CH3:12])[C:10]=1[NH:11][S:32]([C:29]1[CH:28]=[CH:27][C:26]([O:25][C:22]2[CH:23]=[CH:24][N:19]=[CH:20][CH:21]=2)=[CH:31][CH:30]=1)(=[O:33])=[O:34])=[O:4]. The yield is 0.900. (3) The reactants are Cl.[Si]([O:19][CH2:20][CH2:21][O:22][CH2:23][C@H:24]([O:35][C:36]1[C:37]2[N:44]=[N:43][N:42]([C:45]3[CH:50]=[CH:49][CH:48]=[CH:47][C:46]=3[Cl:51])[C:38]=2[N:39]=[CH:40][N:41]=1)[C:25]([NH:27][C:28]1[CH:33]=[CH:32][C:31]([CH3:34])=[CH:30][N:29]=1)=[O:26])(C(C)(C)C)(C1C=CC=CC=1)C1C=CC=CC=1. The catalyst is CO. The product is [Cl:51][C:46]1[CH:47]=[CH:48][CH:49]=[CH:50][C:45]=1[N:42]1[C:38]2[N:39]=[CH:40][N:41]=[C:36]([O:35][C@@H:24]([CH2:23][O:22][CH2:21][CH2:20][OH:19])[C:25]([NH:27][C:28]3[CH:33]=[CH:32][C:31]([CH3:34])=[CH:30][N:29]=3)=[O:26])[C:37]=2[N:44]=[N:43]1. The yield is 0.301. (4) The reactants are C(=O)([O-])[O-].[K+].[K+].[Br:7][C:8]1[CH:13]=[CH:12][CH:11]=[CH:10][C:9]=1B(O)O.Br[C:18]1[CH:23]=[CH:22][C:21]([C:24]([CH3:27])([CH3:26])[CH3:25])=[CH:20][CH:19]=1.N#N.C1(P(C2C=CC=CC=2)C2C=CC=CC=2)C=CC=CC=1. The catalyst is C([O-])(=O)C.[Pd+2].C([O-])(=O)C.COCCOC.O. The product is [Br:7][C:8]1[CH:13]=[CH:12][CH:11]=[CH:10][C:9]=1[C:18]1[CH:23]=[CH:22][C:21]([C:24]([CH3:27])([CH3:26])[CH3:25])=[CH:20][CH:19]=1. The yield is 0.540. (5) The reactants are Cl.[CH2:2]([CH:9]1[CH2:14][CH2:13][CH2:12][NH:11][CH2:10]1)[C:3]1[CH:8]=[CH:7][CH:6]=[CH:5][CH:4]=1.Br[CH2:16][CH2:17][CH2:18][CH2:19][C:20]([O:22][CH3:23])=[O:21].C(=O)([O-])[O-].[K+].[K+]. The catalyst is CN(C=O)C.O.C(OCC)C. The product is [CH3:23][O:22][C:20](=[O:21])[CH2:19][CH2:18][CH2:17][CH2:16][N:11]1[CH2:12][CH2:13][CH2:14][CH:9]([CH2:2][C:3]2[CH:8]=[CH:7][CH:6]=[CH:5][CH:4]=2)[CH2:10]1. The yield is 0.650. (6) The reactants are Br[C:2]1[CH:7]=[CH:6][C:5]([S:8]([NH2:11])(=[O:10])=[O:9])=[CH:4][CH:3]=1.C([O-])(=O)C.[K+].[CH:17]12[CH2:22][CH:21]1[CH2:20][N:19]([C:23]([C:25]1([C:28]3[S:29][CH:30]=[C:31]([C:33]4[CH:38]=[CH:37][C:36]([Cl:39])=[CH:35][CH:34]=4)[N:32]=3)[CH2:27][CH2:26]1)=[O:24])[CH2:18]2. The catalyst is C([O-])(=O)C.[Pd+2].C([O-])(=O)C.CC(N(C)C)=O. The product is [CH:17]12[CH2:22][CH:21]1[CH2:20][N:19]([C:23]([C:25]1([C:28]3[S:29][C:30]([C:2]4[CH:7]=[CH:6][C:5]([S:8]([NH2:11])(=[O:10])=[O:9])=[CH:4][CH:3]=4)=[C:31]([C:33]4[CH:34]=[CH:35][C:36]([Cl:39])=[CH:37][CH:38]=4)[N:32]=3)[CH2:26][CH2:27]1)=[O:24])[CH2:18]2. The yield is 0.198. (7) The reactants are [N+:1]([C:4]1[CH:12]=[C:11]2[C:7]([CH:8]=[C:9]([C:13]#[N:14])[NH:10]2)=[CH:6][CH:5]=1)([O-])=O. The catalyst is [Ni].CCO. The product is [NH2:1][C:4]1[CH:12]=[C:11]2[C:7]([CH:8]=[C:9]([C:13]#[N:14])[NH:10]2)=[CH:6][CH:5]=1. The yield is 0.490. (8) The reactants are [OH:1][C:2]1[CH:7]=[CH:6][C:5]([N+:8]([O-:10])=[O:9])=[CH:4][N:3]=1.Cl[C:12]([F:17])([F:16])C([O-])=O.[Na+]. The catalyst is C(#N)C. The product is [F:16][CH:12]([F:17])[O:1][C:2]1[CH:7]=[CH:6][C:5]([N+:8]([O-:10])=[O:9])=[CH:4][N:3]=1.[F:16][CH:12]([F:17])[N:3]1[CH:4]=[C:5]([N+:8]([O-:10])=[O:9])[CH:6]=[CH:7][C:2]1=[O:1]. The yield is 0.150. (9) The reactants are [O:1]1[CH:5]=[CH:4][CH:3]=[C:2]1[C:6]1[N:7]=[C:8]([NH:19]C(=O)OC(C)(C)C)[S:9][C:10]=1[C:11]([C:13]1[CH:18]=[CH:17][CH:16]=[CH:15][N:14]=1)=[O:12]. The catalyst is FC(F)(F)C(O)=O. The product is [N:14]1[CH:15]=[CH:16][CH:17]=[CH:18][C:13]=1[C:11]([C:10]1[S:9][C:8]([NH2:19])=[N:7][C:6]=1[C:2]1[O:1][CH:5]=[CH:4][CH:3]=1)=[O:12]. The yield is 0.990. (10) The reactants are Cl[C:2]1[C:3]2[S:18][CH:17]=[CH:16][C:4]=2[N:5]=[C:6]([C:8]2[CH:13]=[CH:12][CH:11]=[CH:10][C:9]=2[O:14][CH3:15])[N:7]=1.[N:19]1([C:25]([O:27][CH2:28][CH:29]([CH3:31])[CH3:30])=[O:26])[CH2:24][CH2:23][NH:22][CH2:21][CH2:20]1.CCN(CC)CC. The catalyst is CN(C=O)C.C(Cl)Cl. The product is [CH3:15][O:14][C:9]1[CH:10]=[CH:11][CH:12]=[CH:13][C:8]=1[C:6]1[N:7]=[C:2]([N:22]2[CH2:21][CH2:20][N:19]([C:25]([O:27][CH2:28][CH:29]([CH3:31])[CH3:30])=[O:26])[CH2:24][CH2:23]2)[C:3]2[S:18][CH:17]=[CH:16][C:4]=2[N:5]=1. The yield is 0.550.